Dataset: Peptide-MHC class II binding affinity with 134,281 pairs from IEDB. Task: Regression. Given a peptide amino acid sequence and an MHC pseudo amino acid sequence, predict their binding affinity value. This is MHC class II binding data. (1) The binding affinity (normalized) is 0.905. The MHC is HLA-DPA10103-DPB10601 with pseudo-sequence HLA-DPA10103-DPB10601. The peptide sequence is EKPYFAATQFEPLAA. (2) The peptide sequence is RQANFLGKIWPSSKGR. The MHC is DRB5_0101 with pseudo-sequence DRB5_0101. The binding affinity (normalized) is 0.417. (3) The peptide sequence is ELNLLDKRQFELYKR. The MHC is DRB4_0103 with pseudo-sequence DRB4_0103. The binding affinity (normalized) is 0.597. (4) The peptide sequence is SEELRSLYNTVATLYCVHQ. The MHC is DRB1_1501 with pseudo-sequence DRB1_1501. The binding affinity (normalized) is 0.541. (5) The peptide sequence is YDTYKCIPSLEAAVK. The MHC is DRB4_0101 with pseudo-sequence DRB4_0103. The binding affinity (normalized) is 0.152. (6) The binding affinity (normalized) is 0. The peptide sequence is VFTRHSQTTAIPSCPEGTVPL. The MHC is DRB1_1501 with pseudo-sequence DRB1_1501. (7) The peptide sequence is PRFLEQVKHECHF. The MHC is DRB5_0101 with pseudo-sequence DRB5_0101. The binding affinity (normalized) is 0.250. (8) The peptide sequence is VTRMAMTDTTPFGQQ. The MHC is DRB3_0202 with pseudo-sequence DRB3_0202. The binding affinity (normalized) is 0. (9) The peptide sequence is KKAGLVGVLAGLAFQEMD. The MHC is DRB1_0901 with pseudo-sequence DRB1_0901. The binding affinity (normalized) is 0.596. (10) The peptide sequence is QPCNGVTMNDVKIEY. The MHC is HLA-DQA10501-DQB10201 with pseudo-sequence HLA-DQA10501-DQB10201. The binding affinity (normalized) is 0.238.